From a dataset of Retrosynthesis with 50K atom-mapped reactions and 10 reaction types from USPTO. Predict the reactants needed to synthesize the given product. (1) Given the product Cn1ncc(C(=O)N2CCC2)c1C(=O)Nc1ccc2nc(-c3cccnc3)nn2c1, predict the reactants needed to synthesize it. The reactants are: C1CNC1.Cn1ncc(C(=O)O)c1C(=O)Nc1ccc2nc(-c3cccnc3)nn2c1. (2) The reactants are: CS.On1c(C(F)(F)C(F)(F)F)nc2nc(Cl)ccc21. Given the product CSc1ccc2c(n1)nc(C(F)(F)C(F)(F)F)n2O, predict the reactants needed to synthesize it. (3) Given the product O=C(N[C@@H](Cc1ccc(Cl)c(Cl)c1)C(=O)Nc1ccccc1)c1ccc(Cl)cc1NS(=O)(=O)c1cccc2nsnc12, predict the reactants needed to synthesize it. The reactants are: Nc1ccccc1.O=C(N[C@@H](Cc1ccc(Cl)c(Cl)c1)C(=O)O)c1ccc(Cl)cc1NS(=O)(=O)c1cccc2nsnc12. (4) The reactants are: CCCCCCCCCBr.O=C1Nc2c(cccc2-c2ccccc2)C1=O. Given the product CCCCCCCCCN1C(=O)C(=O)c2cccc(-c3ccccc3)c21, predict the reactants needed to synthesize it. (5) Given the product CC(C)(O)C(=O)N1CCC[C@@H]1COc1cccc2ncnc(Nc3ccc(OCc4ccccn4)c(Cl)c3)c12, predict the reactants needed to synthesize it. The reactants are: CC(C)(O)C(=O)O.Clc1cc(Nc2ncnc3cccc(OC[C@H]4CCCN4)c23)ccc1OCc1ccccn1. (6) Given the product CS(=O)(=O)N1CCC(NC(=O)c2ccc(F)cc2)CC1, predict the reactants needed to synthesize it. The reactants are: CS(=O)(=O)Cl.O=C(NC1CCNCC1)c1ccc(F)cc1.